From a dataset of Forward reaction prediction with 1.9M reactions from USPTO patents (1976-2016). Predict the product of the given reaction. (1) Given the reactants [CH2:1]([O:3][C:4]([N:6]([CH2:15][C:16]([OH:18])=O)[CH2:7][CH2:8][C:9]1[O:10][C:11]([CH3:14])=[CH:12][CH:13]=1)=[O:5])[CH3:2].S(Cl)(Cl)=O.[Cl-].[Al+3].[Cl-].[Cl-], predict the reaction product. The product is: [CH2:1]([O:3][C:4]([N:6]1[CH2:15][C:16](=[O:18])[C:13]2[CH:12]=[C:11]([CH3:14])[O:10][C:9]=2[CH2:8][CH2:7]1)=[O:5])[CH3:2]. (2) Given the reactants Br[CH2:2][CH2:3][CH2:4][CH2:5][C:6]1[C:15]2[C:10](=[CH:11][CH:12]=[CH:13][CH:14]=2)[C:9](=[O:16])[NH:8][N:7]=1.Cl.[F:18][C:19]1[CH:24]=[CH:23][C:22](N2CCC=CC2)=[CH:21][CH:20]=1.C([N:33]([CH2:36][CH3:37])[CH2:34][CH3:35])C.[CH3:38]N(C)C=O, predict the reaction product. The product is: [F:18][C:19]1[CH:20]=[CH:21][C:22]([C:38]2[CH2:37][CH2:36][N:33]([CH2:2][CH2:3][CH2:4][CH2:5][C:6]3[C:15]4[C:10](=[CH:11][CH:12]=[CH:13][CH:14]=4)[C:9](=[O:16])[NH:8][N:7]=3)[CH2:34][CH:35]=2)=[CH:23][CH:24]=1. (3) Given the reactants [S:1]1[C:5]2[CH:6]=[CH:7][CH:8]=[CH:9][C:4]=2[C:3]([CH2:10][N:11]2[C:15]3[CH:16]=[CH:17][C:18]([O:20][CH3:21])=[CH:19][C:14]=3[N:13]=[C:12]2[SH:22])=[CH:2]1.C(=O)([O-])[O-].[K+].[K+].[CH2:29]([O:31][C:32](=[O:37])[CH2:33][CH2:34][CH2:35]Br)[CH3:30], predict the reaction product. The product is: [CH2:29]([O:31][C:32](=[O:37])[CH2:33][CH2:34][CH2:35][S:22][C:12]1[N:11]([CH2:10][C:3]2[C:4]3[CH:9]=[CH:8][CH:7]=[CH:6][C:5]=3[S:1][CH:2]=2)[C:15]2[CH:16]=[CH:17][C:18]([O:20][CH3:21])=[CH:19][C:14]=2[N:13]=1)[CH3:30]. (4) Given the reactants Br[CH2:2][CH2:3][CH2:4][CH2:5][C:6](Cl)=[O:7].[F:9][C:10]1[CH:15]=[CH:14][C:13]([C@@H:16]([NH2:18])[CH3:17])=[CH:12][CH:11]=1.[OH-].[Na+], predict the reaction product. The product is: [F:9][C:10]1[CH:15]=[CH:14][C:13]([C@@H:16]([N:18]2[CH2:2][CH2:3][CH2:4][CH2:5][C:6]2=[O:7])[CH3:17])=[CH:12][CH:11]=1. (5) Given the reactants [CH2:1]([O:3][C:4]([N:6]1[C:15]2[C:10](=[N:11][C:12]([O:16][CH3:17])=[CH:13][CH:14]=2)[C@@H:9]([NH:18][C:19]2[N:24]=[C:23]([CH2:25][C:26]3[CH:31]=[C:30]([C:32]([F:35])([F:34])[F:33])[CH:29]=[C:28]([C:36]([F:39])([F:38])[F:37])[CH:27]=3)[C:22](I)=[CH:21][N:20]=2)[CH2:8][C@H:7]1[CH2:41][CH3:42])=[O:5])[CH3:2].C(O)CO.P([O-])([O-])([O-])=O.[K+].[K+].[K+].C[NH:56]CCO.[CH:60]([OH:63])([CH3:62])[CH3:61], predict the reaction product. The product is: [CH2:1]([O:3][C:4]([N:6]1[C:15]2[C:10](=[N:11][C:12]([O:16][CH3:17])=[CH:13][CH:14]=2)[C@@H:9]([NH:18][C:19]2[N:20]=[C:21]([NH2:56])[C:22]([CH2:61][CH:60]([CH3:62])[OH:63])=[C:23]([CH2:25][C:26]3[CH:31]=[C:30]([C:32]([F:35])([F:34])[F:33])[CH:29]=[C:28]([C:36]([F:39])([F:38])[F:37])[CH:27]=3)[N:24]=2)[CH2:8][C@H:7]1[CH2:41][CH3:42])=[O:5])[CH3:2].